Task: Predict the reactants needed to synthesize the given product.. Dataset: Full USPTO retrosynthesis dataset with 1.9M reactions from patents (1976-2016) (1) Given the product [Br:1][C:2]1[S:6][C:5]([Cl:7])=[C:4]([CH2:8][C:10]2[CH:15]=[CH:14][C:13]([O:16][CH3:17])=[CH:12][CH:11]=2)[CH:3]=1, predict the reactants needed to synthesize it. The reactants are: [Br:1][C:2]1[S:6][C:5]([Cl:7])=[C:4]([C:8]([C:10]2[CH:15]=[CH:14][C:13]([O:16][CH3:17])=[CH:12][CH:11]=2)=O)[CH:3]=1.C([SiH](CC)CC)C.B(F)(F)F.CCOCC.C([O-])([O-])=O.[K+].[K+]. (2) Given the product [NH:17]([C:2]1[CH:11]=[C:10]([CH:12]([CH3:14])[CH3:13])[C:9]2[C:4](=[C:5]([CH3:16])[CH:6]=[CH:7][C:8]=2[CH3:15])[N:3]=1)[NH2:18], predict the reactants needed to synthesize it. The reactants are: Cl[C:2]1[CH:11]=[C:10]([CH:12]([CH3:14])[CH3:13])[C:9]2[C:4](=[C:5]([CH3:16])[CH:6]=[CH:7][C:8]=2[CH3:15])[N:3]=1.[NH2:17][NH2:18]. (3) The reactants are: C([O:4][CH2:5][C:6]1[C:7]([N:27]2[N:36]=[CH:35][C:34]3[C:29](=[C:30]([F:41])[CH:31]=[C:32]([C:37]([CH3:40])([CH3:39])[CH3:38])[CH:33]=3)[C:28]2=[O:42])=[N:8][CH:9]=[CH:10][C:11]=1[C:12]1[CH:17]=[C:16]([NH:18][C:19]2[CH:24]=[N:23][CH:22]=[CH:21][N:20]=2)[C:15](=[O:25])[N:14]([CH3:26])[CH:13]=1)(=O)C.O.[OH-].[Li+]. Given the product [C:37]([C:32]1[CH:33]=[C:34]2[C:29](=[C:30]([F:41])[CH:31]=1)[C:28](=[O:42])[N:27]([C:7]1[C:6]([CH2:5][OH:4])=[C:11]([C:12]3[CH:17]=[C:16]([NH:18][C:19]4[CH:24]=[N:23][CH:22]=[CH:21][N:20]=4)[C:15](=[O:25])[N:14]([CH3:26])[CH:13]=3)[CH:10]=[CH:9][N:8]=1)[N:36]=[CH:35]2)([CH3:40])([CH3:38])[CH3:39], predict the reactants needed to synthesize it. (4) Given the product [CH3:16][N:13]1[CH2:14][CH2:15][N:10]([C:8]([C:5]2[CH:6]=[CH:7][C:2]([B:20]3[O:24][C:23]([CH3:26])([CH3:25])[C:22]([CH3:28])([CH3:27])[O:21]3)=[CH:3][C:4]=2[N+:17]([O-:19])=[O:18])=[O:9])[CH2:11][CH2:12]1, predict the reactants needed to synthesize it. The reactants are: Br[C:2]1[CH:7]=[CH:6][C:5]([C:8]([N:10]2[CH2:15][CH2:14][N:13]([CH3:16])[CH2:12][CH2:11]2)=[O:9])=[C:4]([N+:17]([O-:19])=[O:18])[CH:3]=1.[B:20]1([B:20]2[O:24][C:23]([CH3:26])([CH3:25])[C:22]([CH3:28])([CH3:27])[O:21]2)[O:24][C:23]([CH3:26])([CH3:25])[C:22]([CH3:28])([CH3:27])[O:21]1.CC([O-])=O.[K+]. (5) Given the product [Cl:1][C:2]1[CH:3]=[C:4]2[C:9](=[CH:10][CH:11]=1)[CH2:8][N:7]([C:19]([C:18]1[CH:22]=[C:23]([S:26]([CH3:29])(=[O:28])=[O:27])[CH:24]=[CH:25][C:17]=1[O:16][CH2:15][CH:12]1[CH2:14][CH2:13]1)=[O:20])[CH2:6][CH2:5]2, predict the reactants needed to synthesize it. The reactants are: [Cl:1][C:2]1[CH:3]=[C:4]2[C:9](=[CH:10][CH:11]=1)[CH2:8][NH:7][CH2:6][CH2:5]2.[CH:12]1([CH2:15][O:16][C:17]2[CH:25]=[CH:24][C:23]([S:26]([CH3:29])(=[O:28])=[O:27])=[CH:22][C:18]=2[C:19](O)=[O:20])[CH2:14][CH2:13]1. (6) Given the product [NH2:11][CH2:10][CH2:9][C:5]1[CH2:6][C:7](=[O:8])[N:3]([CH3:2])[N:4]=1, predict the reactants needed to synthesize it. The reactants are: Cl.[CH3:2][N:3]1[C:7](=[O:8])[CH2:6][C:5]([CH2:9][CH2:10][NH:11]C(=O)OC(C)(C)C)=[N:4]1.